Predict the reaction yield, written as a fraction of the theoretical maximum amount of product (1.0 means a 100% yield; for example, 0.34 means a 34% yield). From a dataset of Reaction yield outcomes from USPTO patents with 853,638 reactions. The reactants are C(OC(=O)[NH:10][C@H:11]1[CH2:16][CH2:15][C@@H:14]([NH:17][C:18]2[CH:27]=[C:26]([CH3:28])[C:25]3[C:20](=[CH:21][CH:22]=[CH:23][CH:24]=3)[N:19]=2)[CH2:13][CH2:12]1)C1C=CC=CC=1. The catalyst is CCO.[Pd]. The product is [CH3:28][C:26]1[C:25]2[C:20](=[CH:21][CH:22]=[CH:23][CH:24]=2)[N:19]=[C:18]([NH:17][C@H:14]2[CH2:15][CH2:16][C@@H:11]([NH2:10])[CH2:12][CH2:13]2)[CH:27]=1. The yield is 0.920.